This data is from Forward reaction prediction with 1.9M reactions from USPTO patents (1976-2016). The task is: Predict the product of the given reaction. (1) Given the reactants Br[C:2]1[C:3]([C:16]2[CH:21]=[CH:20][CH:19]=[CH:18][CH:17]=2)=[N:4][C:5]2[C:10]([N:11]=1)=[CH:9][C:8]([C:12]([O:14][CH3:15])=[O:13])=[CH:7][CH:6]=2.[C:22]([C:25]1[CH:26]=[C:27](B(O)O)[CH:28]=[CH:29][CH:30]=1)([OH:24])=[O:23], predict the reaction product. The product is: [C:22]([C:25]1[CH:30]=[C:29]([C:2]2[C:3]([C:16]3[CH:21]=[CH:20][CH:19]=[CH:18][CH:17]=3)=[N:4][C:5]3[C:10]([N:11]=2)=[CH:9][C:8]([C:12]([O:14][CH3:15])=[O:13])=[CH:7][CH:6]=3)[CH:28]=[CH:27][CH:26]=1)([OH:24])=[O:23]. (2) Given the reactants [CH3:1][C:2]([C:4]1[CH:9]=[CH:8][CH:7]=[C:6]([NH2:10])[CH:5]=1)=[O:3].[C:11](Cl)(=[O:14])[CH2:12][CH3:13], predict the reaction product. The product is: [C:2]([C:4]1[CH:5]=[C:6]([NH:10][C:11](=[O:14])[CH2:12][CH3:13])[CH:7]=[CH:8][CH:9]=1)(=[O:3])[CH3:1]. (3) Given the reactants [CH2:1]([CH:3]([N:6]1[CH2:11][CH2:10][CH:9]([CH2:12][C:13]([NH:15][OH:16])=[NH:14])[CH2:8][CH2:7]1)[CH2:4][CH3:5])[CH3:2].[F:17][C:18]([F:30])([F:29])[O:19][C:20]1[CH:28]=[CH:27][C:23]([C:24]([Cl:26])=O)=[CH:22][CH:21]=1, predict the reaction product. The product is: [ClH:26].[CH2:1]([CH:3]([N:6]1[CH2:11][CH2:10][CH:9]([CH2:12][C:13]2[N:14]=[C:24]([C:23]3[CH:27]=[CH:28][C:20]([O:19][C:18]([F:17])([F:29])[F:30])=[CH:21][CH:22]=3)[O:16][N:15]=2)[CH2:8][CH2:7]1)[CH2:4][CH3:5])[CH3:2]. (4) The product is: [NH2:33][C:18]1([C:16]([NH:15][CH:9]([C:6]2[CH:7]=[CH:8][C:3]([Cl:2])=[CH:4][CH:5]=2)[CH2:10][CH2:11][N:12]([CH3:13])[CH3:14])=[O:17])[CH2:19][CH2:20][N:21]([C:24]2[C:25]3[CH:32]=[CH:31][NH:30][C:26]=3[N:27]=[CH:28][N:29]=2)[CH2:22][CH2:23]1. Given the reactants Cl.[Cl:2][C:3]1[CH:8]=[CH:7][C:6]([CH:9]([NH:15][C:16]([C:18]2([NH:33]C(=O)OC(C)(C)C)[CH2:23][CH2:22][N:21]([C:24]3[C:25]4[CH:32]=[CH:31][NH:30][C:26]=4[N:27]=[CH:28][N:29]=3)[CH2:20][CH2:19]2)=[O:17])[CH2:10][CH2:11][N:12]([CH3:14])[CH3:13])=[CH:5][CH:4]=1, predict the reaction product.